This data is from Forward reaction prediction with 1.9M reactions from USPTO patents (1976-2016). The task is: Predict the product of the given reaction. (1) Given the reactants C1(P(C2C=CC=CC=2)C2C=CC=CC=2)C=CC=CC=1.[Br-].[Li+].C(=O)([O-])[O-].[Na+].[Na+].[CH3:28][O:29][C:30]1[C:35]2[O:36][CH2:37][CH2:38][O:39][C:34]=2[C:33](OB(O)O)=[CH:32][CH:31]=1.FC(F)(F)S([C:49]1[CH2:54][CH2:53][CH:52]([C:55]([O:57][CH2:58][CH3:59])=[O:56])[CH2:51][CH:50]=1)(=O)=O, predict the reaction product. The product is: [CH2:58]([O:57][C:55]([CH:52]1[CH2:53][CH2:54][C:49]([C:33]2[C:34]3[O:39][CH2:38][CH2:37][O:36][C:35]=3[C:30]([O:29][CH3:28])=[CH:31][CH:32]=2)=[CH:50][CH2:51]1)=[O:56])[CH3:59]. (2) Given the reactants [C:1]([NH:18][CH2:19][CH2:20][CH2:21]I)([O:3][CH2:4][CH:5]1[C:17]2[C:12](=[CH:13][CH:14]=[CH:15][CH:16]=2)[C:11]2[C:6]1=[CH:7][CH:8]=[CH:9][CH:10]=2)=[O:2].C(Cl)Cl.[CH3:26][N:27]([CH:29]=[O:30])C.[NH2:31][C:32]([NH2:34])=O.[CH3:35][Si:36]([CH3:41])([CH3:40])[CH2:37][CH2:38]O, predict the reaction product. The product is: [CH3:4][O:3][C:1](=[O:2])[CH:26]([NH:27][C:29](=[O:30])[CH2:38][CH2:37][Si:36]([CH3:41])([CH3:40])[CH3:35])[CH2:17][C:5]1[N:31]=[CH:32][N:34]([CH2:21][CH2:20][CH2:19][NH:18][C:1]([O:3][CH2:4][CH:5]2[C:17]3[CH:16]=[CH:15][CH:14]=[CH:13][C:12]=3[C:11]3[C:6]2=[CH:7][CH:8]=[CH:9][CH:10]=3)=[O:2])[CH:6]=1.